This data is from Catalyst prediction with 721,799 reactions and 888 catalyst types from USPTO. The task is: Predict which catalyst facilitates the given reaction. (1) Reactant: O[CH2:2][C:3]1[CH:12]=[N:11][C:10]2[N:9]3[CH2:13][CH2:14][CH2:15][CH2:16][C@H:8]3[C:7](=[O:17])[NH:6][C:5]=2[CH:4]=1.[I-].C(C[P+](C)(C)C)#N.C(N(C(C)C)C(C)C)C.[N:35]1([C:41]2[CH:48]=[CH:47][C:44]([C:45]#[N:46])=[CH:43][N:42]=2)[CH2:40][CH2:39][NH:38][CH2:37][CH2:36]1. Product: [O:17]=[C:7]1[NH:6][C:5]2[CH:4]=[C:3]([CH2:2][N:38]3[CH2:39][CH2:40][N:35]([C:41]4[CH:48]=[CH:47][C:44]([C:45]#[N:46])=[CH:43][N:42]=4)[CH2:36][CH2:37]3)[CH:12]=[N:11][C:10]=2[N:9]2[CH2:13][CH2:14][CH2:15][CH2:16][C@@H:8]12. The catalyst class is: 397. (2) The catalyst class is: 857. Product: [N:26]1[NH:27][N:28]=[N:19][C:18]=1[C:15]1[CH:16]=[C:17]2[C:12](=[CH:13][CH:14]=1)[NH:11][N:10]=[C:9]2[C:5]1[CH:6]=[CH:7][CH:8]=[C:3]([O:2][CH3:1])[CH:4]=1. Reactant: [CH3:1][O:2][C:3]1[CH:4]=[C:5]([C:9]2[C:17]3[C:12](=[CH:13][CH:14]=[C:15]([C:18]#[N:19])[CH:16]=3)[N:11](C3CCCCO3)[N:10]=2)[CH:6]=[CH:7][CH:8]=1.[N:26]([Sn](CCCC)(CCCC)CCCC)=[N+:27]=[N-:28].Cl.O.